This data is from Reaction yield outcomes from USPTO patents with 853,638 reactions. The task is: Predict the reaction yield, written as a fraction of the theoretical maximum amount of product (1.0 means a 100% yield; for example, 0.34 means a 34% yield). (1) The reactants are Cl[CH2:2][C:3]1[CH:8]=[CH:7][N:6]=[CH:5][CH:4]=1.C([O-])([O-])=O.[K+].[K+].[F:15][C:16]([F:26])([F:25])[O:17][C:18]1[CH:23]=[CH:22][C:21]([SH:24])=[CH:20][CH:19]=1. The catalyst is CN(C=O)C. The product is [F:26][C:16]([F:15])([F:25])[O:17][C:18]1[CH:19]=[CH:20][C:21]([S:24][CH2:2][C:3]2[CH:8]=[CH:7][N:6]=[CH:5][CH:4]=2)=[CH:22][CH:23]=1. The yield is 0.930. (2) The catalyst is C(OCC)(=O)C. The yield is 0.240. The reactants are [N:1]1[CH:6]=[CH:5][C:4]([CH2:7][O:8][C:9]2[CH:15]=[CH:14][C:12]([NH2:13])=[CH:11][CH:10]=2)=[CH:3][CH:2]=1.[C:16](=O)([O:18]C1C=CC=CC=1)N.[CH3:26][O:27][C:28]1[CH:29]=[C:30]2[C:34](=[CH:35][C:36]=1[C:37]([F:40])([F:39])[F:38])[NH:33][CH2:32][CH2:31]2. The product is [CH3:26][O:27][C:28]1[CH:29]=[C:30]2[C:34](=[CH:35][C:36]=1[C:37]([F:40])([F:38])[F:39])[N:33]([C:16](=[O:18])[NH:13][C:12]1[CH:14]=[CH:15][C:9]([O:8][CH2:7][C:4]3[CH:3]=[CH:2][N:1]=[CH:6][CH:5]=3)=[CH:10][CH:11]=1)[CH2:32][CH2:31]2. (3) The reactants are [Si:1]([O:18][CH2:19][CH2:20][NH:21][CH2:22][CH3:23])([C:14]([CH3:17])([CH3:16])[CH3:15])([C:8]1[CH:13]=[CH:12][CH:11]=[CH:10][CH:9]=1)[C:2]1[CH:7]=[CH:6][CH:5]=[CH:4][CH:3]=1.P(ON1C(=O)C2C=CC=CC=2N=N1)(OCC)(OCC)=O.CCN(C(C)C)C(C)C.[C:53]1([S:59][CH2:60][C@H:61]([NH:66][C:67]2[CH:72]=[CH:71][C:70]([S:73](=[O:76])(=[O:75])[NH2:74])=[CH:69][C:68]=2[S:77]([C:80]([F:83])([F:82])[F:81])(=[O:79])=[O:78])[CH2:62][C:63]([OH:65])=O)[CH:58]=[CH:57][CH:56]=[CH:55][CH:54]=1. The catalyst is C1COCC1. The product is [Si:1]([O:18][CH2:19][CH2:20][N:21]([CH2:22][CH3:23])[C:63](=[O:65])[CH2:62][C@@H:61]([NH:66][C:67]1[CH:72]=[CH:71][C:70]([S:73](=[O:75])(=[O:76])[NH2:74])=[CH:69][C:68]=1[S:77]([C:80]([F:81])([F:82])[F:83])(=[O:79])=[O:78])[CH2:60][S:59][C:53]1[CH:54]=[CH:55][CH:56]=[CH:57][CH:58]=1)([C:14]([CH3:16])([CH3:17])[CH3:15])([C:8]1[CH:9]=[CH:10][CH:11]=[CH:12][CH:13]=1)[C:2]1[CH:3]=[CH:4][CH:5]=[CH:6][CH:7]=1. The yield is 0.910. (4) The yield is 0.840. The catalyst is CN(C1C=CN=CC=1)C.O. The product is [Cl:15][C:16]1[CH:24]=[CH:23][CH:22]=[C:21]([C:25]([F:26])([F:27])[F:28])[C:17]=1[C:18]([N:4]1[C:5]2[C:10](=[CH:9][CH:8]=[C:7]([C:11]([O:13][CH3:14])=[O:12])[CH:6]=2)[C:2]([I:1])=[N:3]1)=[O:19]. The reactants are [I:1][C:2]1[C:10]2[C:5](=[CH:6][C:7]([C:11]([O:13][CH3:14])=[O:12])=[CH:8][CH:9]=2)[NH:4][N:3]=1.[Cl:15][C:16]1[CH:24]=[CH:23][CH:22]=[C:21]([C:25]([F:28])([F:27])[F:26])[C:17]=1[C:18](Cl)=[O:19].C(Cl)Cl. (5) The reactants are [CH2:1]([O:8][C:9]1[C:17]([F:18])=[CH:16][CH:15]=[C:14]2[C:10]=1[C:11]([C:19](=[O:25])[C:20]([N:22]([CH3:24])[CH3:23])=[O:21])=[CH:12][NH:13]2)[C:2]1[CH:7]=[CH:6][CH:5]=[CH:4][CH:3]=1.C(OC1C=C2C(C=CN2)=CC=1F)C1C=CC=CC=1. No catalyst specified. The product is [CH2:1]([O:8][C:9]1[CH:10]=[C:14]2[C:15]([C:11]([C:19](=[O:25])[C:20]([N:22]([CH3:23])[CH3:24])=[O:21])=[CH:12][NH:13]2)=[CH:16][C:17]=1[F:18])[C:2]1[CH:3]=[CH:4][CH:5]=[CH:6][CH:7]=1. The yield is 0.820. (6) The reactants are [C-:1]#[N:2].[Na+].[Cl:4][C:5]1[C:6](F)=[N:7][CH:8]=[C:9]([C:11]([F:14])([F:13])[F:12])[CH:10]=1. The catalyst is [Br-].C([N+](CCCC)(CCCC)CCCC)CCC. The product is [Cl:4][C:5]1[C:6]([C:1]#[N:2])=[N:7][CH:8]=[C:9]([C:11]([F:14])([F:13])[F:12])[CH:10]=1. The yield is 0.820.